Dataset: Catalyst prediction with 721,799 reactions and 888 catalyst types from USPTO. Task: Predict which catalyst facilitates the given reaction. Reactant: [Br:1][C:2]1[C:3]([O:10][CH3:11])=[N:4][CH:5]=[C:6]([CH2:8]Br)[CH:7]=1.[C-:12]#[N:13].[Na+].C(Cl)Cl.C([O-])(O)=O.[Na+]. Product: [Br:1][C:2]1[CH:7]=[C:6]([CH2:8][C:12]#[N:13])[CH:5]=[N:4][C:3]=1[O:10][CH3:11]. The catalyst class is: 6.